From a dataset of Forward reaction prediction with 1.9M reactions from USPTO patents (1976-2016). Predict the product of the given reaction. Given the reactants Br[CH2:2][C:3]1[C:4]([C:9]#[N:10])=[N:5][CH:6]=[CH:7][CH:8]=1.[CH3:11][NH:12][CH3:13].C(=O)([O-])[O-], predict the reaction product. The product is: [CH3:11][N:12]([CH2:2][C:3]1[C:4]([C:9]#[N:10])=[N:5][CH:6]=[CH:7][CH:8]=1)[CH3:13].